From a dataset of Experimentally validated miRNA-target interactions with 360,000+ pairs, plus equal number of negative samples. Binary Classification. Given a miRNA mature sequence and a target amino acid sequence, predict their likelihood of interaction. (1) The miRNA is hsa-miR-6749-5p with sequence UCGGGCCUGGGGUUGGGGGAGC. The protein sequence of the target gene is MASVALEDVAVNFTREEWALLGPCQKNLYKDVMQETIRNLDCVGMKWKDQNIEDQYRYPRKNLRCRMLERFVESKDGTQCGETSSQIQDSIVTKNTLPGVGPYESRMSGEVIMGHSSLNCYIRVGAGHKPYEYHECGEKPDTHKQRGKAFSYHNSLQTHERLHTGKKPYNCKECGKSFSSLGNLQRHMAVQRGDGPYKCKLCGKAFFWPSLLHMHERTHTGEKPYECKQCSKAFSFYSSYLRHERTHTGEKLYECKQCSKAFPDYSSCLRHERTHTGKKPYTCKQCGKAFSASTSLRRHE.... Result: 0 (no interaction). (2) The miRNA is hsa-miR-651-3p with sequence AAAGGAAAGUGUAUCCUAAAAG. The protein sequence of the target gene is MQCFSFIKTMMILFNLLIFLCGAALLAVGIWVSIDGASFLKIFGPLSSSAMQFVNVGYFLIAAGVVVFALGFLGCYGAKTESKCALVTFFFILLLIFIAEVAAAVVALVYTTMAEHFLTLLVVPAIKKDYGSQEDFTQVWNTTMKGLKCCGFTNYTDFEDSPYFKENSAFPPFCCNDNVTNTANETCTKQKAHDQKVEGCFNQLLYDIRTNAVTVGGVAAGIGGLELAAMIVSMYLYCNLQ. Result: 1 (interaction). (3) The miRNA is hsa-miR-6749-3p with sequence CUCCUCCCCUGCCUGGCCCAG. The protein sequence of the target gene is MVEDLAASYIVLKLENEIRQAQVQWLMEENAALQAQIPELQKSQAAKEYDLLRKSSEAKEPQKLPEHMNPPAAWEAQKTPEFKEPQKPPEPQDLLPWEPPAAWELQEAPAAPESLAPPATRESQKPPMAHEIPTVLEGQGPANTQDATIAQEPKNSEPQDPPNIEKPQEAPEYQETAAQLEFLELPPPQEPLEPSNAQEFLELSAAQESLEGLIVVETSAASEFPQAPIGLEATDFPLQYTLTFSGDSQKLPEFLVQLYSYMRVRGHLYPTEAALVSFVGNCFSGRAGWWFQLLLDIQSP.... Result: 0 (no interaction). (4) The miRNA is rno-miR-7a-5p with sequence UGGAAGACUAGUGAUUUUGUUGU. The protein sequence of the target gene is MQKIVQTDEITNTQAFRKGKRKRTETMDSENANSDMDKGQRDPYSGNAFLPGESSSEDEEPLAELSKEELCAKIKSLKEKLTNTRKENSRLRQSLVMLQVLPQAVTQFEELVGMAEALLKGGGTMSTSASTLWRATNNSSPDSFASTCSNSNSNSSSPVSLKPEEEHQTDEKQFQIEKWQIARCNKSKPQKFINDLMQVLYTNEYMATHSLTGAKSSTSRDKAVKPAMNQNEVQEIIGVTKQLFPNTDDVSIRRMIGQKLNNCTKKPNLSKNLNSQDIK. Result: 0 (no interaction). (5) The miRNA is hsa-miR-6782-5p with sequence UAGGGGUGGGGGAAUUCAGGGGUGU. Result: 0 (no interaction). The protein sequence of the target gene is MLRRVTVAAVCATRRKLCEAGRELAALWGIETRGRCEDSAAARPFPILAMPGRNKAKSTCSCPDLQPNGQDLGENSRVARLGADESEEEGRRGSLSNAGDPEIVKSPSDPKQYRYIKLQNGLQALLISDLSNMEGKTGNTTDDEEEEEVEEEEEDDDEDSGAEIEDDDEEGFDDEDEFDDEHDDDLDTEDNELEELEERAEARKKTTEKQSAAALCVGVGSFADPDDLPGLAHFLEHMVFMGSLKYPDENGFDAFLKKHGGSDNASTDCERTVFQFDVQRKYFKEALDRWAQFFIHPLMI.... (6) The protein sequence of the target gene is MASGLGSPSPCSAGSEEEDMDALLNNSLPPPHPENEEDPEEDLSETETPKLKKKKKPKKPRDPKIPKSKRQKKERMLLCRQLGDSSGEGPEFVEEEEEVALRSDSEGSDYTPGKKKKKKLGPKKEKKSKSKRKEEEEEEDDDDDSKEPKSSAQLLEDWGMEDIDHVFSEEDYRTLTNYKAFSQFVRPLIAAKNPKIAVSKMMMVLGAKWREFSTNNPFKGSSGASVAAAAAAAVAVVESMVTATEVAPPPPPVEVPIRKAKTKEGKGPNARRKPKGSPRVPDAKKPKPKKVAPLKIKLGG.... The miRNA is hsa-miR-548at-3p with sequence CAAAACCGCAGUAACUUUUGU. Result: 1 (interaction).